Dataset: Forward reaction prediction with 1.9M reactions from USPTO patents (1976-2016). Task: Predict the product of the given reaction. Given the reactants [N+:1]([C:4]1[CH:5]=[C:6]([CH:8]=[CH:9][CH:10]=1)[NH2:7])([O-:3])=[O:2].Br[CH2:12][CH2:13][O:14][CH2:15][CH2:16]Br.C(N(CC)C(C)C)(C)C, predict the reaction product. The product is: [N+:1]([C:4]1[CH:5]=[C:6]([N:7]2[CH2:16][CH2:15][O:14][CH2:13][CH2:12]2)[CH:8]=[CH:9][CH:10]=1)([O-:3])=[O:2].